This data is from Forward reaction prediction with 1.9M reactions from USPTO patents (1976-2016). The task is: Predict the product of the given reaction. (1) Given the reactants Cl[C:2]1[N:7]=[C:6]([NH2:8])[CH:5]=[N:4][CH:3]=1.[NH:9]1[CH2:14][CH2:13][O:12][CH2:11][CH2:10]1, predict the reaction product. The product is: [O:12]1[CH2:13][CH2:14][N:9]([C:2]2[N:7]=[C:6]([NH2:8])[CH:5]=[N:4][CH:3]=2)[CH2:10][CH2:11]1. (2) Given the reactants [CH2:1]([OH:13])[CH2:2][O:3][CH2:4][CH2:5][O:6][CH2:7][CH2:8][O:9][CH2:10][CH2:11][OH:12].[CH3:14][S:15](Cl)(=[O:17])=[O:16], predict the reaction product. The product is: [CH3:14][S:15]([O:12][CH2:11][CH2:10][O:9][CH2:8][CH2:7][O:6][CH2:5][CH2:4][O:3][CH2:2][CH2:1][OH:13])(=[O:17])=[O:16]. (3) Given the reactants [CH:1]1([C:7]([C:9]2[N:14]=[C:13]3[NH:15][CH:16]=[CH:17][C:12]3=[CH:11][CH:10]=2)=C)[CH2:6][CH2:5][CH2:4][CH2:3][CH2:2]1.[H-].[Na+].Br[CH2:21][CH2:22][O:23][C:24]1[CH:29]=[CH:28][C:27]([CH2:30][CH:31]([O:36][CH2:37][CH3:38])[C:32]([O:34][CH3:35])=[O:33])=[CH:26][CH:25]=1.CN(C)C=[O:42], predict the reaction product. The product is: [CH:1]1([C:7]([C:9]2[N:14]=[C:13]3[N:15]([CH2:21][CH2:22][O:23][C:24]4[CH:29]=[CH:28][C:27]([CH2:30][CH:31]([O:36][CH2:37][CH3:38])[C:32]([O:34][CH3:35])=[O:33])=[CH:26][CH:25]=4)[CH:16]=[CH:17][C:12]3=[CH:11][CH:10]=2)=[O:42])[CH2:2][CH2:3][CH2:4][CH2:5][CH2:6]1. (4) Given the reactants [OH:1][C:2]1[CH:3]=[C:4]([CH:31]=[CH:32][C:33]=1[O:34][CH3:35])[CH2:5][CH:6]1[C:15]2[C:10](=[CH:11][C:12]([O:18][CH3:19])=[C:13]([O:16][CH3:17])[CH:14]=2)[CH2:9][CH2:8][N:7]1[CH2:20][C:21]([NH:23][CH2:24][C:25]1[CH:30]=[CH:29][CH:28]=[CH:27][CH:26]=1)=[O:22].[CH:36](Br)([CH3:38])[CH3:37], predict the reaction product. The product is: [CH:36]([O:1][C:2]1[CH:3]=[C:4]([CH:31]=[CH:32][C:33]=1[O:34][CH3:35])[CH2:5][CH:6]1[C:15]2[C:10](=[CH:11][C:12]([O:18][CH3:19])=[C:13]([O:16][CH3:17])[CH:14]=2)[CH2:9][CH2:8][N:7]1[CH2:20][C:21]([NH:23][CH2:24][C:25]1[CH:30]=[CH:29][CH:28]=[CH:27][CH:26]=1)=[O:22])([CH3:38])[CH3:37]. (5) Given the reactants [F:8][C:7]([F:10])([F:9])[C:6](O[C:6](=[O:11])[C:7]([F:10])([F:9])[F:8])=[O:11].[Br:14][C:15]1[CH:21]=[CH:20][C:18]([NH2:19])=[C:17]([CH:22]2[CH2:26][CH2:25][CH2:24][O:23]2)[CH:16]=1.[N+:27]([O-])([O-:29])=[O:28].[NH4+], predict the reaction product. The product is: [Br:14][C:15]1[CH:16]=[C:17]([CH:22]2[CH2:26][CH2:25][CH2:24][O:23]2)[C:18]([NH:19][C:6](=[O:11])[C:7]([F:8])([F:9])[F:10])=[C:20]([N+:27]([O-:29])=[O:28])[CH:21]=1. (6) Given the reactants [CH3:1][O:2][C:3]1[CH:10]=[CH:9][CH:8]=[CH:7][C:4]=1[CH2:5]O.C1(P(C2C=CC=CC=2)C2C=CC=CC=2)C=CC=CC=1.C(Br)(Br)(Br)[Br:31], predict the reaction product. The product is: [Br:31][CH2:5][C:4]1[CH:7]=[CH:8][CH:9]=[CH:10][C:3]=1[O:2][CH3:1]. (7) Given the reactants [F:1][C:2]1[CH:3]=[C:4]2[C:9](=[CH:10][CH:11]=1)[C:8]([OH:12])=[N:7][CH:6]=[CH:5]2.[C:13](O)(=[O:15])C.C(O)(=O)C.IC1C=CC=CC=1.CS(O)(=O)=O, predict the reaction product. The product is: [F:1][C:2]1[CH:3]=[C:4]2[C:9](=[CH:10][CH:11]=1)[C:8]([OH:12])=[N:7][CH:6]=[C:5]2[O:15][CH3:13]. (8) Given the reactants [Cl:1][C:2]1[CH:10]=[C:9]2[C:5]([C:6](=[O:20])[C:7](=[O:19])[N:8]2[CH:11]([CH2:15][CH:16]([CH3:18])[CH3:17])[C:12]([OH:14])=O)=[CH:4][CH:3]=1.[S:21]1[CH:25]=[CH:24][N:23]=[C:22]1[NH2:26].C(N(CC)C(C)C)(C)C.F[P-](F)(F)(F)(F)F.N1(O[P+](N(C)C)(N(C)C)N(C)C)C2C=CC=CC=2N=N1, predict the reaction product. The product is: [S:21]1[CH:25]=[CH:24][N:23]=[C:22]1[NH:26][C:12](=[O:14])[CH:11]([N:8]1[C:9]2[C:5](=[CH:4][CH:3]=[C:2]([Cl:1])[CH:10]=2)[C:6](=[O:20])[C:7]1=[O:19])[CH2:15][CH:16]([CH3:18])[CH3:17].